The task is: Predict the product of the given reaction.. This data is from Forward reaction prediction with 1.9M reactions from USPTO patents (1976-2016). (1) Given the reactants C(OC([N:8]1[C:12]2[CH:13]=[CH:14][C:15]([Cl:17])=[CH:16][C:11]=2[N:10]=[C:9]1[C@@H:18]([NH:24][C:25](=[O:40])[C:26]1[CH:31]=[CH:30][C:29]([C:32]([N:34]2[CH2:38][CH2:37][CH2:36][CH2:35]2)=[O:33])=[C:28]([CH3:39])[CH:27]=1)[CH2:19][CH2:20][C:21]([OH:23])=O)=O)(C)(C)C.CN(C(O[N:49]1N=NC2C=[CH:53][CH:54]=[CH:55][C:50]1=2)=[N+](C)C)C.[B-](F)(F)(F)F.C(N(C(C)C)CC)(C)C.N1CCCC1.FC(F)(F)C(O)=O.ClCl, predict the reaction product. The product is: [Cl:17][C:15]1[CH:14]=[CH:13][C:12]2[NH:8][C:9]([C@@H:18]([NH:24][C:25](=[O:40])[C:26]3[CH:31]=[CH:30][C:29]([C:32]([N:34]4[CH2:38][CH2:37][CH2:36][CH2:35]4)=[O:33])=[C:28]([CH3:39])[CH:27]=3)[CH2:19][CH2:20][C:21]([N:49]3[CH2:50][CH2:55][CH2:54][CH2:53]3)=[O:23])=[N:10][C:11]=2[CH:16]=1. (2) Given the reactants [NH2:1][C:2]1[CH:9]=[CH:8][CH:7]=[C:6]([Cl:10])[C:3]=1[CH:4]=[O:5].[F:11][C:12]1[CH:13]=[C:14]([CH:18]=[CH:19][C:20]=1[F:21])[CH2:15][Mg]Br, predict the reaction product. The product is: [NH2:1][C:2]1[CH:9]=[CH:8][CH:7]=[C:6]([Cl:10])[C:3]=1[CH:4]([OH:5])[CH2:15][C:14]1[CH:18]=[CH:19][C:20]([F:21])=[C:12]([F:11])[CH:13]=1. (3) The product is: [CH3:1][O:2][C:3](=[O:17])[C:4]1[CH:12]=[C:11]([O:13][CH2:14][CH:15]=[CH2:16])[CH:10]=[C:6]([C:7]([NH:34][CH2:33][CH:32]([O:35][CH3:36])[O:31][CH3:30])=[O:9])[CH:5]=1. Given the reactants [CH3:1][O:2][C:3](=[O:17])[C:4]1[CH:12]=[C:11]([O:13][CH2:14][CH:15]=[CH2:16])[CH:10]=[C:6]([C:7]([OH:9])=O)[CH:5]=1.C(Cl)(=O)C(Cl)=O.C(=O)([O-])[O-].[Na+].[Na+].[CH3:30][O:31][CH:32]([O:35][CH3:36])[CH2:33][NH2:34], predict the reaction product. (4) Given the reactants [CH3:1][CH2:2][CH2:3][CH2:4][CH2:5][CH2:6][CH2:7][CH2:8][CH2:9][CH2:10][CH2:11][CH2:12][CH2:13][CH2:14][CH2:15][C:16]([NH:18][C:19]1[CH:25]=[CH:24][N:23]([C@@H:26]2[O:30][C@H:29]([CH2:31][OH:32])[C@@H:28]([OH:33])[C@@H:27]2C#N)[C:21](=[O:22])[N:20]=1)=[O:17].[C@@H]1(N2C=CC(N)=NC2=O)O[C@H](CO)[C@@H](O)[C@H]1[OH:38].C(OC(=O)CCCCCCCCCCCCCCC)(=O)CCCCCCCCCCCCCCC, predict the reaction product. The product is: [C:16]([NH:18][C:19]1[CH:25]=[CH:24][N:23]([C@@H:26]2[O:30][C@H:29]([CH2:31][OH:32])[C@@H:28]([OH:33])[C@H:27]2[OH:38])[C:21](=[O:22])[N:20]=1)(=[O:17])[CH2:15][CH2:14][CH2:13][CH2:12][CH2:11][CH2:10][CH2:9][CH2:8][CH2:7][CH2:6][CH2:5][CH2:4][CH2:3][CH2:2][CH3:1]. (5) Given the reactants [CH3:1][O:2][C:3](=[O:20])[CH2:4][CH:5]([N:7]1[CH:11]=[C:10]([NH:12][C:13](=[O:19])[CH:14]([NH2:18])[CH2:15][CH2:16][CH3:17])[N:9]=[CH:8]1)[CH3:6].[F:21][C:22]1[CH:23]=[C:24]2[C:29](=[C:30]([F:32])[CH:31]=1)[CH2:28][C:27](=O)[CH2:26][CH2:25]2, predict the reaction product. The product is: [CH3:1][O:2][C:3](=[O:20])[CH2:4][CH:5]([N:7]1[CH:11]=[C:10]([NH:12][C:13](=[O:19])[CH:14]([NH:18][CH:27]2[CH2:26][CH2:25][C:24]3[C:29](=[C:30]([F:32])[CH:31]=[C:22]([F:21])[CH:23]=3)[CH2:28]2)[CH2:15][CH2:16][CH3:17])[N:9]=[CH:8]1)[CH3:6]. (6) Given the reactants F[C:2]1[CH:18]=[C:17](F)[CH:16]=[CH:15][C:3]=1[CH2:4][N:5]1[C:13]2[CH:12]=[CH:11][CH:10]=[C:9]([NH2:14])[C:8]=2[CH:7]=[N:6]1.[CH2:20]([O:22][C:23]1[CH:28]=[CH:27][N:26]2[C:29]([C:32](O)=[O:33])=[CH:30][N:31]=[C:25]2[CH:24]=1)[CH3:21].C(N1C2C=CC=C(N)C=2C=N1)C1C=CC=CC=1, predict the reaction product. The product is: [CH2:4]([N:5]1[C:13]2[C:8](=[C:9]([NH:14][C:32]([C:29]3[N:26]4[CH:27]=[CH:28][C:23]([O:22][CH2:20][CH3:21])=[CH:24][C:25]4=[N:31][CH:30]=3)=[O:33])[CH:10]=[CH:11][CH:12]=2)[CH:7]=[N:6]1)[C:3]1[CH:15]=[CH:16][CH:17]=[CH:18][CH:2]=1. (7) The product is: [Cl:1][C:2]1[CH:7]=[C:6]([OH:24])[CH:5]=[N:4][C:3]=1[O:17][C@H:18]([CH3:23])[C:19]([F:22])([F:21])[F:20]. Given the reactants [Cl:1][C:2]1[C:3]([O:17][C@H:18]([CH3:23])[C:19]([F:22])([F:21])[F:20])=[N:4][CH:5]=[C:6](B2OC(C)(C)C(C)(C)O2)[CH:7]=1.[OH:24]OS([O-])=O.[K+], predict the reaction product.